Task: Predict the product of the given reaction.. Dataset: Forward reaction prediction with 1.9M reactions from USPTO patents (1976-2016) (1) The product is: [CH3:39][C:35]1([CH3:40])[O:4][C:5]2[N:6]=[CH:7][C:8]([CH3:25])=[CH:9][C:10]=2[N:11]([CH:12]2[CH2:17][CH2:16][N:15]([C:18]([O:20][C:21]([CH3:22])([CH3:24])[CH3:23])=[O:19])[CH2:14][CH2:13]2)[C:36]1=[O:37]. Given the reactants ClCCl.[OH:4][C:5]1[C:10]([NH:11][CH:12]2[CH2:17][CH2:16][N:15]([C:18]([O:20][C:21]([CH3:24])([CH3:23])[CH3:22])=[O:19])[CH2:14][CH2:13]2)=[CH:9][C:8]([CH3:25])=[CH:7][N:6]=1.N1C(C)=CC=CC=1C.Br[C:35]([CH3:40])([CH3:39])[C:36](Br)=[O:37], predict the reaction product. (2) Given the reactants [CH2:1]([O:5][C:6]1[CH:28]=[C:27]([O:29][CH2:30][CH:31]([CH3:33])[CH3:32])[CH:26]=[CH:25][C:7]=1[C:8]([C:10]1[CH:11]=[CH:12][C:13]([O:20][CH2:21][CH:22]([CH3:24])[CH3:23])=[C:14]([CH2:16][C:17]([OH:19])=[O:18])[CH:15]=1)=[O:9])[CH:2]([CH3:4])[CH3:3].[BH4-].[Na+].[Cl-].[Li+].Cl, predict the reaction product. The product is: [CH2:1]([O:5][C:6]1[CH:28]=[C:27]([O:29][CH2:30][CH:31]([CH3:33])[CH3:32])[CH:26]=[CH:25][C:7]=1[CH:8]([OH:9])[C:10]1[CH:11]=[CH:12][C:13]([O:20][CH2:21][CH:22]([CH3:24])[CH3:23])=[C:14]([CH2:16][C:17]([OH:19])=[O:18])[CH:15]=1)[CH:2]([CH3:4])[CH3:3]. (3) Given the reactants C[C:2](C)([CH2:5][OH:6])CO.[OH2:8].[C:9]1([CH3:19])[CH:14]=[CH:13][C:12](S(O)(=O)=O)=[CH:11][CH:10]=1.[H-].[Na+], predict the reaction product. The product is: [CH2:19]([O:8][CH2:2][CH:5]=[O:6])[C:9]1[CH:14]=[CH:13][CH:12]=[CH:11][CH:10]=1. (4) Given the reactants [NH2:1][C:2]1[CH:3]=[C:4]([CH:8]=[CH:9][CH:10]=1)[C:5]([OH:7])=[O:6].[Na+].[N+]([C:15]1[CH:16]=C(S([O-])(=O)=O)C=[CH:19][CH:20]=1)([O-])=O.C(=O)/C=C/C, predict the reaction product. The product is: [CH3:19][C:20]1[CH:15]=[CH:16][C:3]2[C:4]([C:5]([OH:7])=[O:6])=[CH:8][CH:9]=[CH:10][C:2]=2[N:1]=1. (5) Given the reactants [ClH:1].Cl.[CH3:3][C:4]1[CH:13]=[CH:12][C:11]2[C:6](=[CH:7][CH:8]=[CH:9][C:10]=2[N:14]2[CH2:19][CH2:18][N:17]([CH2:20][CH2:21][C:22]3[CH:23]=[C:24]([N:28]4[CH2:32][CH2:31][NH:30][C:29]4=[O:33])[CH:25]=[CH:26][CH:27]=3)[CH2:16][CH2:15]2)[N:5]=1.[H-].[Na+].Cl.[Cl:37][CH2:38][C:39]1[CH:40]=[N:41][CH:42]=[CH:43][CH:44]=1, predict the reaction product. The product is: [ClH:37].[ClH:1].[CH3:3][C:4]1[CH:13]=[CH:12][C:11]2[C:6](=[CH:7][CH:8]=[CH:9][C:10]=2[N:14]2[CH2:19][CH2:18][N:17]([CH2:20][CH2:21][C:22]3[CH:23]=[C:24]([N:28]4[CH2:32][CH2:31][N:30]([CH2:38][C:39]5[CH:40]=[N:41][CH:42]=[CH:43][CH:44]=5)[C:29]4=[O:33])[CH:25]=[CH:26][CH:27]=3)[CH2:16][CH2:15]2)[N:5]=1. (6) Given the reactants C[O:2][C:3](=[O:38])[CH2:4][CH2:5][NH:6][C:7]([C:9]1[S:10][C:11]([CH:14]([O:19][C:20]2[CH:25]=[C:24]([CH3:26])[C:23]([C:27]3[CH:32]=[CH:31][C:30]([C:33]([F:36])([F:35])[F:34])=[CH:29][CH:28]=3)=[C:22]([CH3:37])[CH:21]=2)[CH2:15][CH:16]([CH3:18])[CH3:17])=[CH:12][CH:13]=1)=[O:8].[OH-].[Na+].Cl, predict the reaction product. The product is: [CH3:26][C:24]1[CH:25]=[C:20]([O:19][CH:14]([C:11]2[S:10][C:9]([C:7]([NH:6][CH2:5][CH2:4][C:3]([OH:38])=[O:2])=[O:8])=[CH:13][CH:12]=2)[CH2:15][CH:16]([CH3:18])[CH3:17])[CH:21]=[C:22]([CH3:37])[C:23]=1[C:27]1[CH:32]=[CH:31][C:30]([C:33]([F:34])([F:35])[F:36])=[CH:29][CH:28]=1.